Dataset: Catalyst prediction with 721,799 reactions and 888 catalyst types from USPTO. Task: Predict which catalyst facilitates the given reaction. (1) Reactant: [NH2:1][C:2]1[CH:3]=[C:4]2[C:8](=[CH:9][CH:10]=1)[NH:7][CH:6]=[C:5]2[CH2:11][CH2:12][C:13]1[CH:18]=[CH:17][N:16]=[CH:15][CH:14]=1.[C:19]1([N:25]=[C:26]=[O:27])[CH:24]=[CH:23][CH:22]=[CH:21][CH:20]=1. Product: [C:19]1([NH:25][C:26]([NH:1][C:2]2[CH:3]=[C:4]3[C:8](=[CH:9][CH:10]=2)[NH:7][CH:6]=[C:5]3[CH2:11][CH2:12][C:13]2[CH:18]=[CH:17][N:16]=[CH:15][CH:14]=2)=[O:27])[CH:24]=[CH:23][CH:22]=[CH:21][CH:20]=1. The catalyst class is: 22. (2) Reactant: [NH2:1][C@H:2]([CH3:26])[CH2:3][C:4]1[CH:9]=[CH:8][C:7]([S:10]([C:13]2[CH:14]=[C:15]([CH:23]=[CH:24][CH:25]=2)[O:16][CH2:17][C:18]([O:20][CH2:21][CH3:22])=[O:19])(=[O:12])=[O:11])=[CH:6][CH:5]=1.[Cl:27][C:28]1[CH:29]=[C:30]([C@@H:34]2[CH2:36][O:35]2)[CH:31]=[CH:32][CH:33]=1. Product: [Cl:27][C:28]1[CH:29]=[C:30]([C@@H:34]([OH:35])[CH2:36][NH:1][C@H:2]([CH3:26])[CH2:3][C:4]2[CH:9]=[CH:8][C:7]([S:10]([C:13]3[CH:14]=[C:15]([CH:23]=[CH:24][CH:25]=3)[O:16][CH2:17][C:18]([O:20][CH2:21][CH3:22])=[O:19])(=[O:12])=[O:11])=[CH:6][CH:5]=2)[CH:31]=[CH:32][CH:33]=1. The catalyst class is: 8. (3) Reactant: Br[CH2:2][C:3]1[C:8]([Br:9])=[CH:7][CH:6]=[CH:5][C:4]=1[N:10]1[C:14](=[O:15])[N:13]([CH3:16])[N:12]=[N:11]1.[Cl:17][C:18]1[CH:23]=[CH:22][C:21]([N:24]2[CH:28]=[CH:27][C:26]([OH:29])=[N:25]2)=[CH:20][CH:19]=1.C(=O)([O-])[O-].[K+].[K+].C(#N)C. Product: [Cl:17][C:18]1[CH:19]=[CH:20][C:21]([N:24]2[CH:28]=[CH:27][C:26]([O:29][CH2:2][C:3]3[C:8]([Br:9])=[CH:7][CH:6]=[CH:5][C:4]=3[N:10]3[C:14](=[O:15])[N:13]([CH3:16])[N:12]=[N:11]3)=[N:25]2)=[CH:22][CH:23]=1. The catalyst class is: 6. (4) Reactant: [H-].[Na+].[O:3]=[C:4]1[CH2:12][C:11]2[C:6](=[CH:7][CH:8]=[C:9]([S:13]([NH2:16])(=[O:15])=[O:14])[CH:10]=2)[NH:5]1.Cl[C:18]1[C:27]2[C:22](=[CH:23][C:24]([O:30][CH2:31][CH2:32][N:33]3[CH:37]=[CH:36][N:35]=[CH:34]3)=[C:25]([O:28][CH3:29])[CH:26]=2)[N:21]=[CH:20][N:19]=1.CS(C)=O. The catalyst class is: 9. Product: [C:4]([OH:28])(=[O:3])[CH3:12].[N:33]1([CH2:32][CH2:31][O:30][C:24]2[CH:23]=[C:22]3[C:27]([C:18]([CH:12]4[C:11]5[C:6](=[CH:7][CH:8]=[C:9]([S:13]([NH2:16])(=[O:14])=[O:15])[CH:10]=5)[NH:5][C:4]4=[O:3])=[N:19][CH:20]=[N:21]3)=[CH:26][C:25]=2[O:28][CH3:29])[CH:37]=[CH:36][N:35]=[CH:34]1. (5) Reactant: Cl[C:2]1[CH:7]=[CH:6][N:5]=[C:4]([NH:8][C:9]2[CH:14]=[CH:13][CH:12]=[C:11]([Cl:15])[CH:10]=2)[N:3]=1.CCN(C(C)C)C(C)C.[CH3:25][S:26]([N:29]1[CH2:34][CH2:33][N:32]([CH2:35][CH2:36][CH2:37][NH2:38])[CH2:31][CH2:30]1)(=[O:28])=[O:27]. Product: [Cl:15][C:11]1[CH:10]=[C:9]([NH:8][C:4]2[N:3]=[C:2]([NH:38][CH2:37][CH2:36][CH2:35][N:32]3[CH2:33][CH2:34][N:29]([S:26]([CH3:25])(=[O:28])=[O:27])[CH2:30][CH2:31]3)[CH:7]=[CH:6][N:5]=2)[CH:14]=[CH:13][CH:12]=1. The catalyst class is: 1. (6) Product: [Cl:11][C:12]1[CH:18]=[C:17]([N+:19]([O-:21])=[O:20])[CH:16]=[C:15]([Cl:22])[C:13]=1[C:2]#[N:3]. The catalyst class is: 16. Reactant: [Cu][C:2]#[N:3].N(OC(C)(C)C)=O.[Cl:11][C:12]1[CH:18]=[C:17]([N+:19]([O-:21])=[O:20])[CH:16]=[C:15]([Cl:22])[C:13]=1N. (7) Reactant: [O:1]=[C:2]1[CH2:6][CH2:5][CH2:4][N:3]1[C:7]12[CH2:15][CH:11]3[CH2:12][CH:13]([CH2:14]1)[C:9](C(O)=O)([CH2:10]3)[CH2:8]2.OS(O)(=O)=O.[N-:24]=[N+]=[N-].[Na+]. Product: [NH2:24][C:9]12[CH2:10][CH:11]3[CH2:15][C:7]([N:3]4[CH2:4][CH2:5][CH2:6][C:2]4=[O:1])([CH2:14][CH:13]1[CH2:12]3)[CH2:8]2. The catalyst class is: 146. (8) Product: [OH:26][CH2:25][CH2:24][N:23]([CH2:22][C:19]1[CH:20]=[CH:21][C:2]([CH3:39])=[C:3]([C:4]([NH:6][CH2:7][C:8]23[CH2:15][CH:14]4[CH2:16][CH:10]([CH2:11][CH:12]([CH2:13]4)[CH2:17]2)[CH2:9]3)=[O:5])[CH:18]=1)[CH2:37][CH2:36][N:28]([CH3:27])[C:29](=[O:35])[O:30][C:31]([CH3:34])([CH3:33])[CH3:32]. The catalyst class is: 4. Reactant: Cl[C:2]1[CH:21]=[CH:20][C:19]([CH2:22][NH:23][CH2:24][CH2:25][OH:26])=[CH:18][C:3]=1[C:4]([NH:6][CH2:7][C:8]12[CH2:17][CH:12]3[CH2:13][CH:14]([CH2:16][CH:10]([CH2:11]3)[CH2:9]1)[CH2:15]2)=[O:5].[CH3:27][N:28]([CH2:36][CH:37]=O)[C:29](=[O:35])[O:30][C:31]([CH3:34])([CH3:33])[CH3:32].[C:39](O[BH-](OC(=O)C)OC(=O)C)(=O)C.[Na+].C(=O)([O-])O.[Na+].